From a dataset of NCI-60 drug combinations with 297,098 pairs across 59 cell lines. Regression. Given two drug SMILES strings and cell line genomic features, predict the synergy score measuring deviation from expected non-interaction effect. Drug 1: CNC(=O)C1=CC=CC=C1SC2=CC3=C(C=C2)C(=NN3)C=CC4=CC=CC=N4. Drug 2: C1CN(P(=O)(OC1)NCCCl)CCCl. Cell line: MOLT-4. Synergy scores: CSS=23.7, Synergy_ZIP=2.75, Synergy_Bliss=6.50, Synergy_Loewe=-6.77, Synergy_HSA=6.95.